From a dataset of Forward reaction prediction with 1.9M reactions from USPTO patents (1976-2016). Predict the product of the given reaction. (1) The product is: [C:39]([C:36]1[CH:37]=[CH:38][C:33]([N:30]2[CH2:31][CH2:32][CH:27]([C:25]([OH:26])=[O:62])[CH2:28][CH2:29]2)=[N:34][CH:35]=1)#[N:40].[Cl:1][C:2]1[CH:7]=[CH:6][C:5]([C@@H:8]2[C@@H:13]([C@@H:14]([O:16][C:17]3[CH:22]=[CH:21][C:20]([F:70])=[CH:19][CH:18]=3)[CH3:15])[CH2:12][CH2:11][N:10]([C:25]([CH:27]3[CH2:32][CH2:31][N:30]([C:33]4[CH:38]=[CH:37][C:36]([C:39]#[N:40])=[CH:35][N:34]=4)[CH2:29][CH2:28]3)=[O:26])[CH2:9]2)=[CH:4][CH:3]=1. Given the reactants [Cl:1][C:2]1[CH:7]=[CH:6][C:5]([C@@H:8]2[C@@H:13]([C@@H:14]([O:16][C:17]3[CH:22]=[CH:21][C:20](Cl)=[C:19](Cl)[CH:18]=3)[CH3:15])[CH2:12][CH2:11][N:10]([C:25]([CH:27]3[CH2:32][CH2:31][N:30]([C:33]4[CH:38]=[CH:37][C:36]([C:39]#[N:40])=[CH:35][N:34]=4)[CH2:29][CH2:28]3)=[O:26])[CH2:9]2)=[CH:4][CH:3]=1.N1CCCCC1.C(N1CC[C@H]([C@H]([OH:62])C)[C@@H](C2C=CC(Cl)=CC=2)C1)C1C=CC=CC=1.[F:70]C1C=CC(O)=CC=1.ClC(OC(Cl)=O)C.CCN(C(C)C)C(C)C, predict the reaction product. (2) Given the reactants C(OC([N:8]1[CH2:13][CH2:12][N:11]([CH2:14][C:15]2[N:20]=[C:19]3[N:21]=[C:22]([C:24]4[CH:29]=[CH:28][CH:27]=[C:26]([NH:30][C:31](=[O:41])[C:32]5[CH:37]=[CH:36][CH:35]=[C:34]([N:38]([CH3:40])[CH3:39])[CH:33]=5)[CH:25]=4)[O:23][C:18]3=[CH:17][CH:16]=2)[CH2:10][CH2:9]1)=O)(C)(C)C, predict the reaction product. The product is: [CH3:39][N:38]([CH3:40])[C:34]1[CH:33]=[C:32]([CH:37]=[CH:36][CH:35]=1)[C:31]([NH:30][C:26]1[CH:27]=[CH:28][CH:29]=[C:24]([C:22]2[O:23][C:18]3[C:19]([N:21]=2)=[N:20][C:15]([CH2:14][N:11]2[CH2:10][CH2:9][NH:8][CH2:13][CH2:12]2)=[CH:16][CH:17]=3)[CH:25]=1)=[O:41]. (3) Given the reactants [F:1][C:2]1[CH:7]=[C:6]([F:8])[CH:5]=[CH:4][C:3]=1[C:9]([OH:34])([CH2:28][N:29]1[CH:33]=[N:32][N:31]=[N:30]1)[C:10]([C:13]1[N:18]=[CH:17][C:16]([O:19][C:20]2[N:27]=[CH:26][CH:25]=[CH:24][C:21]=2C=O)=[CH:15][CH:14]=1)([F:12])[F:11].Cl.[CH3:36][O:37][NH2:38].N#N.[CH3:41]CO, predict the reaction product. The product is: [CH3:36][O:37]/[N:38]=[CH:41]/[C:25]1[CH:24]=[CH:21][C:20]([O:19][C:16]2[CH:17]=[N:18][C:13]([C:10]([F:12])([F:11])[C:9]([C:3]3[CH:4]=[CH:5][C:6]([F:8])=[CH:7][C:2]=3[F:1])([OH:34])[CH2:28][N:29]3[CH:33]=[N:32][N:31]=[N:30]3)=[CH:14][CH:15]=2)=[N:27][CH:26]=1.